Dataset: Full USPTO retrosynthesis dataset with 1.9M reactions from patents (1976-2016). Task: Predict the reactants needed to synthesize the given product. (1) Given the product [CH2:14]([NH:21][CH2:6][C@H:7]1[CH2:11][O:10][C:9]([CH3:12])([CH3:13])[O:8]1)[C:15]1[CH:20]=[CH:19][CH:18]=[CH:17][CH:16]=1, predict the reactants needed to synthesize it. The reactants are: CS(O[CH2:6][C@H:7]1[CH2:11][O:10][C:9]([CH3:13])([CH3:12])[O:8]1)(=O)=O.[CH2:14]([NH2:21])[C:15]1[CH:20]=[CH:19][CH:18]=[CH:17][CH:16]=1. (2) The reactants are: [CH3:1][C:2]1[N:3]=[C:4]([C:7]2[CH:8]=[N:9][NH:10][C:11]=2[NH2:12])[S:5][CH:6]=1.[CH3:13][N:14]1[C:22]2[C:17](=[CH:18][C:19]([C:23](=O)[CH2:24][C:25](OCC)=[O:26])=[CH:20][CH:21]=2)[CH:16]=[N:15]1.CC1C=CC(S(O)(=O)=O)=CC=1. Given the product [CH3:13][N:14]1[C:22]2[C:17](=[CH:18][C:19]([C:23]3[NH:12][C:11]4[N:10]([N:9]=[CH:8][C:7]=4[C:4]4[S:5][CH:6]=[C:2]([CH3:1])[N:3]=4)[C:25](=[O:26])[CH:24]=3)=[CH:20][CH:21]=2)[CH:16]=[N:15]1, predict the reactants needed to synthesize it. (3) Given the product [CH2:2]([N:9]([CH2:11][C@H:12]([NH:21][C:22]1[N:23]=[CH:24][C:25](/[CH:28]=[CH:29]/[C:30]([NH:32][OH:33])=[O:31])=[N:26][CH:27]=1)[CH2:13][CH2:14][C:15]1[CH:20]=[CH:19][CH:18]=[CH:17][CH:16]=1)[CH3:10])[C:3]1[CH:4]=[CH:5][CH:6]=[CH:7][CH:8]=1, predict the reactants needed to synthesize it. The reactants are: Cl.[CH2:2]([N:9]([CH2:11][C@H:12]([NH:21][C:22]1[N:23]=[CH:24][C:25](/[CH:28]=[CH:29]/[C:30]([NH:32][O:33]C2CCCCO2)=[O:31])=[N:26][CH:27]=1)[CH2:13][CH2:14][C:15]1[CH:20]=[CH:19][CH:18]=[CH:17][CH:16]=1)[CH3:10])[C:3]1[CH:8]=[CH:7][CH:6]=[CH:5][CH:4]=1.CCOC(C)=O. (4) Given the product [Cl:1][C:2]1[CH:3]=[C:4]2[C:9](=[CH:10][C:11]=1[O:12][C:13]1[CH:18]=[CH:17][C:16]([C:19](=[O:34])[NH:20][C:21]3[CH:26]=[CH:25][CH:24]=[C:23]([C:27]4[CH:28]=[CH:29][C:30]([CH3:33])=[CH:31][CH:32]=4)[N:22]=3)=[CH:15][CH:14]=1)[O:8][CH2:7][CH2:6][CH:5]2[C:35]([OH:37])=[O:36], predict the reactants needed to synthesize it. The reactants are: [Cl:1][C:2]1[CH:3]=[C:4]2[C:9](=[CH:10][C:11]=1[O:12][C:13]1[CH:18]=[CH:17][C:16]([C:19](=[O:34])[NH:20][C:21]3[CH:26]=[CH:25][CH:24]=[C:23]([C:27]4[CH:32]=[CH:31][C:30]([CH3:33])=[CH:29][CH:28]=4)[N:22]=3)=[CH:15][CH:14]=1)[O:8][CH2:7][CH2:6][CH:5]2[C:35]([O:37]CC)=[O:36].[OH-].[Na+]. (5) Given the product [CH3:19][O:17][C:16](=[O:18])[CH:15]=[CH:14][C:11]1[CH:10]=[CH:9][C:8]([N+:5]([O-:7])=[O:6])=[CH:13][CH:12]=1, predict the reactants needed to synthesize it. The reactants are: S(Cl)(Cl)=O.[N+:5]([C:8]1[CH:13]=[CH:12][C:11]([CH:14]=[CH:15][C:16]([OH:18])=[O:17])=[CH:10][CH:9]=1)([O-:7])=[O:6].[CH3:19]O.